From a dataset of Forward reaction prediction with 1.9M reactions from USPTO patents (1976-2016). Predict the product of the given reaction. (1) Given the reactants Cl.[CH2:2]1[C:6]2([CH2:11][CH2:10][CH2:9][CH2:8][CH2:7]2)[CH:5]([C:12]([OH:14])=[O:13])[CH2:4][NH:3]1.N1C=CC=C[CH:16]=1.[CH2:21]([O:28][C:29](Cl)=[O:30])[C:22]1[CH:27]=[CH:26][CH:25]=[CH:24][CH:23]=1, predict the reaction product. The product is: [CH3:16][O:13][C:12]([CH:5]1[C:6]2([CH2:11][CH2:10][CH2:9][CH2:8][CH2:7]2)[CH2:2][N:3]([C:29]([O:28][CH2:21][C:22]2[CH:27]=[CH:26][CH:25]=[CH:24][CH:23]=2)=[O:30])[CH2:4]1)=[O:14]. (2) Given the reactants [CH:1]1([CH:6]2[CH2:15][CH2:14][C:13]3[C:8](=[CH:9][CH:10]=[CH:11][CH:12]=3)[NH:7]2)[CH2:5][CH2:4][CH2:3][CH2:2]1.Br[CH2:17][C:18](=O)[C:19]([O:21][CH2:22][CH3:23])=[O:20].[Cl-].[Mg+2].[Cl-], predict the reaction product. The product is: [CH2:22]([O:21][C:19]([C:18]1[C:9]2=[C:8]3[C:13](=[CH:12][CH:11]=[CH:10]2)[CH2:14][CH2:15][CH:6]([CH:1]2[CH2:2][CH2:3][CH2:4][CH2:5]2)[N:7]3[CH:17]=1)=[O:20])[CH3:23]. (3) Given the reactants [OH-].[Li+].[C:3]([C:5]1([C:18]([O:20]CC)=[O:19])[CH2:10][CH2:9][N:8]([C:11]([O:13][C:14]([CH3:17])([CH3:16])[CH3:15])=[O:12])[CH2:7][CH2:6]1)#[N:4], predict the reaction product. The product is: [C:14]([O:13][C:11]([N:8]1[CH2:9][CH2:10][C:5]([C:3]#[N:4])([C:18]([OH:20])=[O:19])[CH2:6][CH2:7]1)=[O:12])([CH3:17])([CH3:15])[CH3:16]. (4) Given the reactants [CH3:1][O:2][C:3]1[C:8]([N+:9]([O-])=O)=[CH:7][CH:6]=[CH:5][C:4]=1[C:12]1[S:16][C:15]([C:17]([OH:19])=[O:18])=[CH:14][CH:13]=1.C([O-])=O.[NH4+], predict the reaction product. The product is: [NH2:9][C:8]1[C:3]([O:2][CH3:1])=[C:4]([C:12]2[S:16][C:15]([C:17]([OH:19])=[O:18])=[CH:14][CH:13]=2)[CH:5]=[CH:6][CH:7]=1. (5) Given the reactants FC(F)(F)S(O[C:7]1[CH:24]=[CH:23][C:10]2[CH2:11][CH2:12][N:13]([C:16]([O:18][C:19]([CH3:22])([CH3:21])[CH3:20])=[O:17])[CH2:14][CH2:15][C:9]=2[CH:8]=1)(=O)=O.[B:27]1([B:27]2[O:31][C:30]([CH3:33])([CH3:32])[C:29]([CH3:35])([CH3:34])[O:28]2)[O:31][C:30]([CH3:33])([CH3:32])[C:29]([CH3:35])([CH3:34])[O:28]1.C([O-])(=O)C.[K+], predict the reaction product. The product is: [CH3:34][C:29]1([CH3:35])[C:30]([CH3:33])([CH3:32])[O:31][B:27]([C:7]2[CH:24]=[CH:23][C:10]3[CH2:11][CH2:12][N:13]([C:16]([O:18][C:19]([CH3:22])([CH3:21])[CH3:20])=[O:17])[CH2:14][CH2:15][C:9]=3[CH:8]=2)[O:28]1. (6) Given the reactants [CH3:1][O:2][C:3]1[N:8]=[CH:7][C:6]([NH2:9])=[CH:5][CH:4]=1.C([O-])(=O)C.[Na+].[Br:15]Br.[OH-].[Na+], predict the reaction product. The product is: [Br:15][C:7]1[C:6]([NH2:9])=[CH:5][CH:4]=[C:3]([O:2][CH3:1])[N:8]=1. (7) The product is: [O:12]1[CH2:13][CH2:14][CH2:15][C@H:11]1[C@H:7]([O:6][CH2:5][CH:4]=[O:3])[CH2:8][CH:9]=[CH2:10]. Given the reactants C([O:3][CH:4](OCC)[CH2:5][O:6][C@@H:7]([C@@H:11]1[CH2:15][CH2:14][CH2:13][O:12]1)[CH2:8][CH:9]=[CH2:10])C.C[C@@H]1C[C@H]1C(OCC=O)CC=C, predict the reaction product.